Dataset: Forward reaction prediction with 1.9M reactions from USPTO patents (1976-2016). Task: Predict the product of the given reaction. (1) Given the reactants [Br:1][C:2]1[CH:3]=[C:4]2[C:9](=[CH:10][CH:11]=1)[N:8]=[C:7]([NH2:12])[N:6]=[CH:5]2.[CH3:13][N:14]([CH3:19])[CH2:15][CH2:16][CH2:17]N.O.C1(C)C=CC(S(O)(=O)=O)=CC=1, predict the reaction product. The product is: [Br:1][C:2]1[CH:3]=[C:4]2[C:9](=[CH:10][CH:11]=1)[N:8]=[C:7]([NH:12][CH2:17][CH2:16][CH2:15][N:14]([CH3:19])[CH3:13])[N:6]=[CH:5]2. (2) Given the reactants [C:1]([C:3]1[CH:12]=[CH:11][C:10]2[C:5](=[CH:6][CH:7]=[C:8](O)[CH:9]=2)[N:4]=1)#[N:2].C(=O)([O-])[O-].[K+].[K+].Cl[CH2:21][O:22][CH2:23][C:24]1[CH:29]=[CH:28][CH:27]=[CH:26][CH:25]=1, predict the reaction product. The product is: [C:1]([C:3]1[CH:12]=[CH:11][C:10]2[C:5](=[CH:6][CH:7]=[C:8]([CH2:21][O:22][CH2:23][C:24]3[CH:29]=[CH:28][CH:27]=[CH:26][CH:25]=3)[CH:9]=2)[N:4]=1)#[N:2]. (3) Given the reactants [NH2:1][C@H:2]([C:7]([O-:9])=[O:8])[CH2:3][C:4]([O-:6])=[O:5].[NH2:10][C@H](C(O)=O)CC(=O)N, predict the reaction product. The product is: [NH2:1][C@H:2]([C:7]([O-:9])=[O:8])[CH2:3][C:4]([O-:6])=[O:5].[NH4+:10].[NH4+:1]. (4) Given the reactants [Cl:1][C:2]1[CH:9]=[C:8]([F:10])[C:5]([CH:6]=[O:7])=[C:4]([F:11])[CH:3]=1.[CH:12]1([Mg]Br)[CH2:14][CH2:13]1.Cl.C(OCC)(=O)C, predict the reaction product. The product is: [Cl:1][C:2]1[CH:3]=[C:4]([F:11])[C:5]([CH:6]([CH:12]2[CH2:14][CH2:13]2)[OH:7])=[C:8]([F:10])[CH:9]=1. (5) Given the reactants [CH2:1]([O:8][C:9]1[CH:10]=[C:11]2[C:16](=[CH:17][C:18]=1[OH:19])[N:15]=[CH:14][NH:13][C:12]2=[O:20])[C:2]1[CH:7]=[CH:6][CH:5]=[CH:4][CH:3]=1.[C:21](OC(=O)C)(=[O:23])[CH3:22], predict the reaction product. The product is: [CH2:1]([O:8][C:9]1[CH:10]=[C:11]2[C:16](=[CH:17][C:18]=1[O:19][C:21]([CH3:22])=[O:23])[N:15]=[CH:14][NH:13][C:12]2=[O:20])[C:2]1[CH:3]=[CH:4][CH:5]=[CH:6][CH:7]=1.